Task: Predict the product of the given reaction.. Dataset: Forward reaction prediction with 1.9M reactions from USPTO patents (1976-2016) (1) The product is: [CH3:26][N:16]([C@@H:11]1[C@H:12]([CH3:15])[CH2:13][CH2:14][NH:9][CH2:10]1)[C:17]1[C:18]2[O:25][CH2:24][CH2:23][C:19]=2[N:20]=[CH:21][N:22]=1. Given the reactants O.C([N:9]1[CH2:14][CH2:13][C@@H:12]([CH3:15])[C@@H:11]([N:16]([CH3:26])[C:17]2[C:18]3[O:25][CH:24]=[CH:23][C:19]=3[N:20]=[CH:21][N:22]=2)[CH2:10]1)C1C=CC=CC=1.Cl, predict the reaction product. (2) Given the reactants [NH2:1][C:2]1[CH:3]=[C:4]2[C:20](=[O:21])[NH:19][N:18]=[CH:17][C:6]3=[C:7]([C:11]4[CH:16]=[CH:15][CH:14]=[CH:13][CH:12]=4)[NH:8][C:9]([CH:10]=1)=[C:5]23.[C:22]1([CH2:28][CH2:29][C:30](O)=[O:31])[CH:27]=[CH:26][CH:25]=[CH:24][CH:23]=1.C(N(CC)CC)C.F[P-](F)(F)(F)(F)F.N1(OC(N(C)C)=[N+](C)C)C2N=CC=CC=2N=N1, predict the reaction product. The product is: [O:21]=[C:20]1[C:4]2[C:5]3[C:6](=[C:7]([C:11]4[CH:12]=[CH:13][CH:14]=[CH:15][CH:16]=4)[NH:8][C:9]=3[CH:10]=[C:2]([NH:1][C:30](=[O:31])[CH2:29][CH2:28][C:22]3[CH:27]=[CH:26][CH:25]=[CH:24][CH:23]=3)[CH:3]=2)[CH:17]=[N:18][NH:19]1. (3) Given the reactants [NH2:1][C@@H:2]1[CH2:10][C:9]2[C:4](=[CH:5][CH:6]=[C:7]([CH2:11][C:12]3[CH:13]=[C:14]([CH:19]=[C:20]([C:22]([F:25])([F:24])[F:23])[CH:21]=3)[C:15]([O:17][CH3:18])=[O:16])[CH:8]=2)[CH2:3]1.CCN(C(C)C)C(C)C.[F:35][C:36]([F:49])([F:48])[S:37](O[S:37]([C:36]([F:49])([F:48])[F:35])(=[O:39])=[O:38])(=[O:39])=[O:38], predict the reaction product. The product is: [F:25][C:22]([F:23])([F:24])[C:20]1[CH:19]=[C:14]([CH:13]=[C:12]([CH2:11][C:7]2[CH:8]=[C:9]3[C:4](=[CH:5][CH:6]=2)[CH2:3][C@H:2]([NH:1][S:37]([C:36]([F:49])([F:48])[F:35])(=[O:39])=[O:38])[CH2:10]3)[CH:21]=1)[C:15]([O:17][CH3:18])=[O:16]. (4) Given the reactants [C:1]([C:3]1[CH:8]=[CH:7][CH:6]=[CH:5][C:4]=1[C:9]1[CH:14]=[CH:13][C:12]([CH2:15][C:16]2[C:17](=[O:39])[N:18]([C@@H:28]3[CH2:31][C@H:30]([O:32][CH2:33]C(OCC)=O)[CH2:29]3)[C:19]3[N:20]([N:25]=[CH:26][N:27]=3)[C:21]=2[CH2:22][CH2:23][CH3:24])=[CH:11][CH:10]=1)#[N:2].C[Mg]Br.[Cl-].[NH4+], predict the reaction product. The product is: [OH:32][C:30]([CH3:31])([CH3:29])[CH2:33][O:32][C@@H:30]1[CH2:31][C@H:28]([N:18]2[C:17](=[O:39])[C:16]([CH2:15][C:12]3[CH:13]=[CH:14][C:9]([C:4]4[C:3]([C:1]#[N:2])=[CH:8][CH:7]=[CH:6][CH:5]=4)=[CH:10][CH:11]=3)=[C:21]([CH2:22][CH2:23][CH3:24])[N:20]3[N:25]=[CH:26][N:27]=[C:19]23)[CH2:29]1.